This data is from Reaction yield outcomes from USPTO patents with 853,638 reactions. The task is: Predict the reaction yield, written as a fraction of the theoretical maximum amount of product (1.0 means a 100% yield; for example, 0.34 means a 34% yield). (1) The reactants are C[O:2][C:3](=[O:47])[C:4]1[CH:9]=[CH:8][C:7]([NH:10][C:11]([C@H:13]2[C@H:17]([C:18]3[CH:23]=[CH:22][CH:21]=[C:20]([Cl:24])[C:19]=3[F:25])[C@:16]([C:28]3[CH:33]=[CH:32][C:31]([Cl:34])=[CH:30][C:29]=3[F:35])([C:26]#[N:27])[C@H:15]([CH2:36][C:37]([CH3:40])([CH3:39])[CH3:38])[N:14]2[CH2:41][CH:42]2[CH2:44][CH2:43]2)=[O:12])=[CH:6][C:5]=1[O:45][CH3:46].[Li+].[OH-]. The catalyst is C1COCC1.CO.O. The product is [Cl:24][C:20]1[C:19]([F:25])=[C:18]([C@@H:17]2[C@:16]([C:28]3[CH:33]=[CH:32][C:31]([Cl:34])=[CH:30][C:29]=3[F:35])([C:26]#[N:27])[C@H:15]([CH2:36][C:37]([CH3:40])([CH3:39])[CH3:38])[N:14]([CH2:41][CH:42]3[CH2:44][CH2:43]3)[C@H:13]2[C:11]([NH:10][C:7]2[CH:8]=[CH:9][C:4]([C:3]([OH:47])=[O:2])=[C:5]([O:45][CH3:46])[CH:6]=2)=[O:12])[CH:23]=[CH:22][CH:21]=1. The yield is 0.433. (2) The reactants are C([Li])CCC.[CH2:6]([O:13][CH2:14][CH2:15][CH2:16][CH2:17][CH2:18][CH2:19][CH2:20][CH2:21][CH2:22][C:23]([CH3:28])([CH2:26][OH:27])[CH2:24]O)[C:7]1[CH:12]=[CH:11][CH:10]=[CH:9][CH:8]=1.S(Cl)(C1C=CC(C)=CC=1)(=O)=O. The catalyst is C1COCC1.CCOCC.O. The product is [CH2:6]([O:13][CH2:14][CH2:15][CH2:16][CH2:17][CH2:18][CH2:19][CH2:20][CH2:21][CH2:22][C:23]1([CH3:28])[CH2:26][O:27][CH2:24]1)[C:7]1[CH:12]=[CH:11][CH:10]=[CH:9][CH:8]=1. The yield is 0.900. (3) The reactants are [F:1][C:2]1[CH:3]=[CH:4][C:5]([CH3:9])=[C:6]([CH:8]=1)[NH2:7].[CH3:10][C:11](OC(C)=O)=[O:12].CCOC(C)=O. The catalyst is C1(C)C=CC=CC=1. The product is [F:1][C:2]1[CH:3]=[CH:4][C:5]([CH3:9])=[C:6]([NH:7][C:11](=[O:12])[CH3:10])[CH:8]=1. The yield is 0.898. (4) The reactants are [CH3:1][CH:2]([CH2:4][C@H:5]([CH2:10][NH2:11])[CH2:6][C:7]([OH:9])=[O:8])[CH3:3].C(N(CC)CC)C.C[Si](C)(C)Cl.C(=O)([O-])OC1C=CC=C([CH:32]([O:34][C:35](=[O:39])[CH:36]([CH3:38])[CH3:37])[CH3:33])C=1[N+]([O-])=O.C(O)(=O)CC(CC(O)=O)([C:49]([OH:51])=[O:50])O. The catalyst is ClCCl. The product is [C:35]([O:34][CH:32]([O:51][C:49]([NH:11][CH2:10][CH:5]([CH2:4][CH:2]([CH3:1])[CH3:3])[CH2:6][C:7]([OH:9])=[O:8])=[O:50])[CH3:33])(=[O:39])[CH:36]([CH3:37])[CH3:38]. The yield is 0.480. (5) The product is [CH3:20][O:19][C:13]1[CH:14]=[CH:15][C:16]([CH3:18])=[CH:17][C:12]=1[NH:11][C:9]([NH:8][C:5]1[CH:4]=[N:3][C:2]([O:22][CH3:21])=[CH:7][N:6]=1)=[O:10]. The catalyst is CN1C(=O)CCC1.C(OCC)(=O)C. The yield is 0.130. The reactants are Br[C:2]1[N:3]=[CH:4][C:5]([NH:8][C:9]([NH:11][C:12]2[CH:17]=[C:16]([CH3:18])[CH:15]=[CH:14][C:13]=2[O:19][CH3:20])=[O:10])=[N:6][CH:7]=1.[CH3:21][O-:22].[Na+]. (6) The reactants are [OH:1][CH2:2][C@@H:3]1[NH:7][C:6](=[O:8])[C:5](=[C:9]([CH3:11])[CH3:10])[CH2:4]1.CO. The catalyst is CCOC(C)=O.[Pt](=O)=O. The product is [OH:1][CH2:2][C@@H:3]1[NH:7][C:6](=[O:8])[CH:5]([CH:9]([CH3:11])[CH3:10])[CH2:4]1. The yield is 0.900.